Dataset: Catalyst prediction with 721,799 reactions and 888 catalyst types from USPTO. Task: Predict which catalyst facilitates the given reaction. Reactant: Cl[C:2]1[N:6]([CH2:7][C:8]([O:10][CH:11]([CH3:13])[CH3:12])=[O:9])[C:5]2[C:14]([CH:19]([CH2:22][CH3:23])[CH2:20][CH3:21])=[CH:15][CH:16]=[C:17]([Cl:18])[C:4]=2[N:3]=1.[Cl:24][C:25]1[CH:31]=[C:30]([Cl:32])[CH:29]=[CH:28][C:26]=1[NH2:27].C(=O)([O-])O.[Na+]. Product: [Cl:18][C:17]1[C:4]2[N:3]=[C:2]([NH:27][C:26]3[CH:28]=[CH:29][C:30]([Cl:32])=[CH:31][C:25]=3[Cl:24])[N:6]([CH2:7][C:8]([O:10][CH:11]([CH3:13])[CH3:12])=[O:9])[C:5]=2[C:14]([CH:19]([CH2:22][CH3:23])[CH2:20][CH3:21])=[CH:15][CH:16]=1. The catalyst class is: 60.